From a dataset of Reaction yield outcomes from USPTO patents with 853,638 reactions. Predict the reaction yield, written as a fraction of the theoretical maximum amount of product (1.0 means a 100% yield; for example, 0.34 means a 34% yield). (1) The reactants are [N:1]([C:4]1[NH:5][C:6]([C:10]([NH:12][CH2:13][C:14]2[CH:19]=[CH:18][C:17]([Cl:20])=[C:16]([O:21][C:22]3[CH:27]=[C:26]([C:28]#[N:29])[N:25]=[C:24]([Cl:30])[CH:23]=3)[C:15]=2[F:31])=[O:11])=[C:7]([Cl:9])[N:8]=1)=[N+]=[N-]. The catalyst is [Pd].CC([O-])=O.CC([O-])=O.[Pb+2].CCOC(C)=O. The product is [NH2:1][C:4]1[NH:5][C:6]([C:10]([NH:12][CH2:13][C:14]2[CH:19]=[CH:18][C:17]([Cl:20])=[C:16]([O:21][C:22]3[CH:27]=[C:26]([C:28]#[N:29])[N:25]=[C:24]([Cl:30])[CH:23]=3)[C:15]=2[F:31])=[O:11])=[C:7]([Cl:9])[N:8]=1. The yield is 0.450. (2) The reactants are [F:1][C:2]1[CH:3]=[CH:4][C:5]2[NH:6][C:7]3[C:12]([C:13]=2[CH:14]=1)=[CH:11][CH:10]=[CH:9][CH:8]=3.I[C:16]1[C:21]2[S:22][C:23]3[CH:28]=[CH:27][CH:26]=[CH:25][C:24]=3[C:20]=2[CH:19]=[CH:18][CH:17]=1.P([O-])([O-])([O-])=O.[K+].[K+].[K+].[C@@H]1(N)CCCC[C@H]1N. The catalyst is [Cu]I.O1CCOCC1. The product is [CH:19]1[C:20]2[C:24]3[CH:25]=[CH:26][CH:27]=[CH:28][C:23]=3[S:22][C:21]=2[C:16]([N:6]2[C:5]3[CH:4]=[CH:3][C:2]([F:1])=[CH:14][C:13]=3[C:12]3[C:7]2=[CH:8][CH:9]=[CH:10][CH:11]=3)=[CH:17][CH:18]=1. The yield is 0.480. (3) The reactants are Br.[Br:2][C:3]1[CH:4]=[C:5]([CH2:10]Br)[C:6]([NH2:9])=[N:7][CH:8]=1.[CH2:12]([O:14][C:15](=[O:27])[CH2:16][NH:17][CH2:18][C:19]1[CH:24]=[CH:23][C:22]([O:25][CH3:26])=[CH:21][CH:20]=1)[CH3:13].C(N(CC)CC)C. The catalyst is CN(C=O)C.O. The product is [CH2:12]([O:14][C:15](=[O:27])[CH2:16][N:17]([CH2:10][C:5]1[C:6]([NH2:9])=[N:7][CH:8]=[C:3]([Br:2])[CH:4]=1)[CH2:18][C:19]1[CH:20]=[CH:21][C:22]([O:25][CH3:26])=[CH:23][CH:24]=1)[CH3:13]. The yield is 0.930. (4) The product is [CH2:39]([O:38][CH2:37][C:14]1[N:15]([CH2:16][C:17]2([O:30][CH2:31][CH2:32][S:33]([CH3:36])(=[O:35])=[O:34])[CH2:22][CH2:21][NH:20][CH2:19][CH2:18]2)[C:11]2[C:10]3[CH:9]=[CH:8][CH:7]=[CH:6][C:5]=3[N:4]=[C:3]([NH2:2])[C:12]=2[N:13]=1)[CH3:40]. The reactants are Cl.[NH2:2][C:3]1[C:12]2[N:13]=[C:14]([CH2:37][O:38][CH2:39][CH3:40])[N:15]([CH2:16][C:17]3([O:30][CH2:31][CH2:32][S:33]([CH3:36])(=[O:35])=[O:34])[CH2:22][CH2:21][N:20](C(OC(C)(C)C)=O)[CH2:19][CH2:18]3)[C:11]=2[C:10]2[CH:9]=[CH:8][CH:7]=[CH:6][C:5]=2[N:4]=1. The yield is 0.760. The catalyst is C(O)C. (5) The reactants are [Cl:1][C:2]1[CH:27]=[CH:26][CH:25]=[CH:24][C:3]=1[C:4]([NH:6][C:7](=[O:23])[NH:8][C:9]1[S:10][C:11]2[CH:17]=[C:16]([S:18]([CH:21]=[CH2:22])(=[O:20])=[O:19])[CH:15]=[CH:14][C:12]=2[N:13]=1)=[O:5].[OH:28][CH:29]1[CH2:33][CH2:32][NH:31][CH2:30]1. The catalyst is C1COCC1. The product is [Cl:1][C:2]1[CH:27]=[CH:26][CH:25]=[CH:24][C:3]=1[C:4]([NH:6][C:7](=[O:23])[NH:8][C:9]1[S:10][C:11]2[CH:17]=[C:16]([S:18]([CH2:21][CH2:22][N:31]3[CH2:32][CH2:33][CH:29]([OH:28])[CH2:30]3)(=[O:20])=[O:19])[CH:15]=[CH:14][C:12]=2[N:13]=1)=[O:5]. The yield is 0.330. (6) The reactants are [CH:1]([N:4]1[C:8]([C:9]2[N:18]=[C:17]3[N:11]([CH2:12][CH2:13][O:14][C:15]4[CH:22]=[C:21](O)[N:20]=[CH:19][C:16]=43)[CH:10]=2)=[N:7][C:6]([CH3:24])=[N:5]1)([CH3:3])[CH3:2].[NH:25]1[CH2:32][CH2:31][CH2:30][C@H:26]1[C:27]([NH2:29])=[O:28]. No catalyst specified. The product is [CH:1]([N:4]1[C:8]([C:9]2[N:18]=[C:17]3[C:16]4[CH:19]=[N:20][C:21]([N:25]5[CH2:32][CH2:31][CH2:30][C@H:26]5[C:27]([NH2:29])=[O:28])=[CH:22][C:15]=4[O:14][CH2:13][CH2:12][N:11]3[CH:10]=2)=[N:7][C:6]([CH3:24])=[N:5]1)([CH3:2])[CH3:3]. The yield is 0.670.